This data is from NCI-60 drug combinations with 297,098 pairs across 59 cell lines. The task is: Regression. Given two drug SMILES strings and cell line genomic features, predict the synergy score measuring deviation from expected non-interaction effect. (1) Synergy scores: CSS=67.5, Synergy_ZIP=2.19, Synergy_Bliss=-0.0874, Synergy_Loewe=0.489, Synergy_HSA=2.49. Drug 1: C1=NC2=C(N=C(N=C2N1C3C(C(C(O3)CO)O)O)F)N. Cell line: HL-60(TB). Drug 2: C#CCC(CC1=CN=C2C(=N1)C(=NC(=N2)N)N)C3=CC=C(C=C3)C(=O)NC(CCC(=O)O)C(=O)O. (2) Cell line: CCRF-CEM. Drug 2: CC1=C2C(C(=O)C3(C(CC4C(C3C(C(C2(C)C)(CC1OC(=O)C(C(C5=CC=CC=C5)NC(=O)C6=CC=CC=C6)O)O)OC(=O)C7=CC=CC=C7)(CO4)OC(=O)C)O)C)OC(=O)C. Drug 1: CC1=C2C(C(=O)C3(C(CC4C(C3C(C(C2(C)C)(CC1OC(=O)C(C(C5=CC=CC=C5)NC(=O)OC(C)(C)C)O)O)OC(=O)C6=CC=CC=C6)(CO4)OC(=O)C)OC)C)OC. Synergy scores: CSS=81.4, Synergy_ZIP=17.9, Synergy_Bliss=18.1, Synergy_Loewe=8.79, Synergy_HSA=19.9.